Dataset: Full USPTO retrosynthesis dataset with 1.9M reactions from patents (1976-2016). Task: Predict the reactants needed to synthesize the given product. (1) Given the product [C:1]1([C:7]2[N:12]=[C:11]3[C:13]4[CH:19]=[CH:18][C:17]([F:20])=[CH:16][C:14]=4[S:15][C:10]3=[C:9]([OH:21])[CH:8]=2)[CH:6]=[CH:5][CH:4]=[CH:3][CH:2]=1, predict the reactants needed to synthesize it. The reactants are: [C:1]1([CH:7]2[NH:12][C:11]3[C:13]4[CH:19]=[CH:18][C:17]([F:20])=[CH:16][C:14]=4[S:15][C:10]=3[C:9](=[O:21])[CH2:8]2)[CH:6]=[CH:5][CH:4]=[CH:3][CH:2]=1.C1(C2NC3C4C=CC=CC=4SC=3C(=O)C2)C=CC=CC=1. (2) Given the product [C:33]([O:36][CH2:37][C:38]([NH:2][C:3]1[N:32]=[C:6]2[N:7]([C:22]3[CH:27]=[CH:26][CH:25]=[C:24]([C:28]([F:29])([F:31])[F:30])[CH:23]=3)[C:8]([CH3:21])=[C:9]([C:19]#[N:20])[C@@H:10]([C:11]3[CH:16]=[CH:15][C:14]([C:17]#[N:18])=[CH:13][CH:12]=3)[N:5]2[N:4]=1)=[O:39])(=[O:35])[CH3:34], predict the reactants needed to synthesize it. The reactants are: Cl.[NH2:2][C:3]1[N:32]=[C:6]2[N:7]([C:22]3[CH:27]=[CH:26][CH:25]=[C:24]([C:28]([F:31])([F:30])[F:29])[CH:23]=3)[C:8]([CH3:21])=[C:9]([C:19]#[N:20])[C@@H:10]([C:11]3[CH:16]=[CH:15][C:14]([C:17]#[N:18])=[CH:13][CH:12]=3)[N:5]2[N:4]=1.[C:33]([O:36][CH2:37][C:38](Cl)=[O:39])(=[O:35])[CH3:34]. (3) Given the product [C:12]([C:14]1[CH:22]=[CH:21][C:17]([C:18]([NH:23][C:3]2[CH:4]=[C:5]([CH:10]=[CH:11][CH:2]=2)[C:6]([O:8][CH3:9])=[O:7])=[O:19])=[CH:16][CH:15]=1)#[N:13], predict the reactants needed to synthesize it. The reactants are: N[C:2]1[CH:11]=[CH:10][C:5]([C:6]([O:8][CH3:9])=[O:7])=[CH:4][CH:3]=1.[C:12]([C:14]1[CH:22]=[CH:21][C:17]([C:18](Cl)=[O:19])=[CH:16][CH:15]=1)#[N:13].[N:23]1C=CC=CC=1. (4) Given the product [CH2:27]([N:19]1[C:20]2[C:25](=[CH:24][CH:23]=[CH:22][CH:21]=2)[CH2:26][CH:17]([CH2:16][O:15][C:9]2[CH:10]=[CH:11][C:12]([CH3:14])=[CH:13][C:8]=2[NH2:7])[CH2:18]1)[CH3:28], predict the reactants needed to synthesize it. The reactants are: C(OC(=O)[NH:7][C:8]1[CH:13]=[C:12]([CH3:14])[CH:11]=[CH:10][C:9]=1[O:15][CH2:16][CH:17]1[CH2:26][C:25]2[C:20](=[CH:21][CH:22]=[CH:23][CH:24]=2)[N:19]([CH2:27][CH3:28])[CH2:18]1)(C)(C)C. (5) The reactants are: [Cl:1][C:2]1[CH:7]=[CH:6][C:5]([CH2:8][C:9]([OH:11])=O)=[CH:4][CH:3]=1.C1(=O)O[C:15](=[O:16])[C:14]2=[CH:18][CH:19]=[CH:20][CH:21]=[C:13]12.C([O-])(=O)C.[Na+].CN1C(=O)CCC1.O. Given the product [Cl:1][C:2]1[CH:3]=[CH:4][C:5](/[CH:8]=[C:9]2/[O:11][C:15](=[O:16])[C:14]3[CH:18]=[CH:19][CH:20]=[CH:21][C:13]/2=3)=[CH:6][CH:7]=1, predict the reactants needed to synthesize it. (6) Given the product [F:8][C:7]1[CH:6]=[C:5]([O:9][C:18]2[C:23]([I:24])=[CH:22][N:21]=[CH:20][N:19]=2)[C:4]([F:10])=[CH:3][C:2]=1[NH2:1], predict the reactants needed to synthesize it. The reactants are: [NH2:1][C:2]1[C:7]([F:8])=[CH:6][C:5]([OH:9])=[C:4]([F:10])[CH:3]=1.CC(C)([O-])C.[K+].Cl[C:18]1[C:23]([I:24])=[CH:22][N:21]=[CH:20][N:19]=1. (7) Given the product [CH3:24][C:25]1[N:26]=[C:27]([CH2:31][C:2]2[CH:3]=[CH:4][C:5]([OH:6])=[CH:12][CH:13]=2)[CH:28]=[CH:29][CH:30]=1, predict the reactants needed to synthesize it. The reactants are: Br[C:2]1[CH:13]=[CH:12][C:5]([O:6][SiH2]C(C)(C)C)=[CH:4][CH:3]=1.CCCCC.[Li]C(C)(C)C.[CH3:24][C:25]1[CH:30]=[CH:29][CH:28]=[C:27]([CH:31]=O)[N:26]=1.C([SiH](CC)CC)C.C(O)(C(F)(F)F)=O. (8) Given the product [CH3:58][N:59]([C@H:72]1[C:81]2[C:76](=[CH:77][CH:78]=[CH:79][CH:80]=2)[CH2:75][CH2:74][CH2:73]1)[C:60]([C:62]1[N:63]=[C:64]([CH2:67][CH2:68][CH2:69][N:70]([CH3:71])[C:8](=[O:10])[CH2:7][N:6]2[C:2]([CH3:1])=[CH:3][C:4]([C:11]([F:14])([F:13])[F:12])=[N:5]2)[S:65][CH:66]=1)=[O:61], predict the reactants needed to synthesize it. The reactants are: [CH3:1][C:2]1[N:6]([CH2:7][C:8]([OH:10])=O)[N:5]=[C:4]([C:11]([F:14])([F:13])[F:12])[CH:3]=1.C(N(C(C)C)CC)(C)C.C[NH3+].F[P-](F)(F)(F)(F)F.N1(OC(N(C)C)=[N+](C)C)C2N=CC=CC=2N=N1.F[P-](F)(F)(F)(F)F.Cl.[CH3:58][N:59]([C@H:72]1[C:81]2[C:76](=[CH:77][CH:78]=[CH:79][CH:80]=2)[CH2:75][CH2:74][CH2:73]1)[C:60]([C:62]1[N:63]=[C:64]([CH2:67][CH2:68][CH2:69][NH:70][CH3:71])[S:65][CH:66]=1)=[O:61]. (9) Given the product [CH2:18]([O:16][C@H:10]([C@@H:4]([O:3][CH2:29][CH2:28][CH2:27][CH2:26][CH2:25][CH2:24][CH2:23][CH2:22][CH2:21][CH2:20][CH2:19][CH3:18])[C:5]([N:7]([CH3:9])[CH3:8])=[O:6])[C:11]([N:13]([CH3:15])[CH3:14])=[O:12])[CH2:19][CH2:20][CH2:21][CH2:22][CH2:23][CH2:24][CH2:25][CH2:26][CH2:27][CH2:28][CH3:29], predict the reactants needed to synthesize it. The reactants are: [H-].[Na+].[OH:3][C@H:4]([C@@H:10]([OH:16])[C:11]([N:13]([CH3:15])[CH3:14])=[O:12])[C:5]([N:7]([CH3:9])[CH3:8])=[O:6].I[CH2:18][CH2:19][CH2:20][CH2:21][CH2:22][CH2:23][CH2:24][CH2:25][CH2:26][CH2:27][CH2:28][CH3:29].